From a dataset of Forward reaction prediction with 1.9M reactions from USPTO patents (1976-2016). Predict the product of the given reaction. (1) Given the reactants [Cl:1][C:2]1[CH:7]=[CH:6][C:5]([C:8]2([C:11]3[CH2:15][C@:14]4([CH2:19][C@@H:18]([C:20]([O:22][CH3:23])=[O:21])[N:17](C(OC(C)(C)C)=O)[CH2:16]4)[O:13][N:12]=3)[CH2:10][CH2:9]2)=[CH:4][CH:3]=1.Cl, predict the reaction product. The product is: [ClH:1].[Cl:1][C:2]1[CH:7]=[CH:6][C:5]([C:8]2([C:11]3[CH2:15][C:14]4([CH2:19][C@@H:18]([C:20]([O:22][CH3:23])=[O:21])[NH:17][CH2:16]4)[O:13][N:12]=3)[CH2:9][CH2:10]2)=[CH:4][CH:3]=1. (2) The product is: [O:18]1[CH2:19][CH2:20][N:15]([C:4]2[N:3]=[C:2]([C:29]3[CH:30]=[N:31][C:32]([NH2:35])=[N:33][CH:34]=3)[C:7]3[CH2:8][C@H:9]4[N:14]([C:6]=3[N:5]=2)[CH2:13][CH2:12][O:11][CH2:10]4)[CH2:16][CH2:17]1. Given the reactants Cl[C:2]1[C:7]2[CH2:8][C@H:9]3[N:14]([C:6]=2[N:5]=[C:4]([N:15]2[CH2:20][CH2:19][O:18][CH2:17][CH2:16]2)[N:3]=1)[CH2:13][CH2:12][O:11][CH2:10]3.CC1(C)C(C)(C)OB([C:29]2[CH:30]=[N:31][C:32]([NH2:35])=[N:33][CH:34]=2)O1.[O-]P([O-])([O-])=O.[K+].[K+].[K+].O1CCOCC1, predict the reaction product. (3) Given the reactants [F:1][C:2]1[CH:3]=[C:4]([N:9]2[C:13]([CH3:15])([CH3:14])[C:12](=[O:16])[N:11]([C:17]3[CH:24]=[CH:23][C:20]([C:21]#[N:22])=[C:19]([C:25]([F:28])([F:27])[F:26])[CH:18]=3)[C:10]2=[S:29])[CH:5]=[CH:6][C:7]=1[OH:8].[C:30]([O:34][CH3:35])(=[O:33])[CH2:31]O.C1(P(C2C=CC=CC=2)C2C=CC=CC=2)C=CC=CC=1.N(C(OC(C)C)=O)=NC(OC(C)C)=O, predict the reaction product. The product is: [C:21]([C:20]1[CH:23]=[CH:24][C:17]([N:11]2[C:12](=[O:16])[C:13]([CH3:14])([CH3:15])[N:9]([C:4]3[CH:5]=[CH:6][C:7]([O:8][CH2:31][C:30]([O:34][CH3:35])=[O:33])=[C:2]([F:1])[CH:3]=3)[C:10]2=[S:29])=[CH:18][C:19]=1[C:25]([F:26])([F:27])[F:28])#[N:22]. (4) Given the reactants [CH2:1]=[C:2]1[CH2:5][CH:4]([C:6]#[N:7])[CH2:3]1.Cl[C:9]1[C:14]([F:15])=[CH:13][CH:12]=[CH:11][N:10]=1.C[Si]([N-][Si](C)(C)C)(C)C.[Na+], predict the reaction product. The product is: [F:15][C:14]1[C:9]([C:4]2([C:6]#[N:7])[CH2:5][C:2](=[CH2:1])[CH2:3]2)=[N:10][CH:11]=[CH:12][CH:13]=1. (5) Given the reactants [Li+].[OH-].[Br:3][C:4]1[CH:5]=[CH:6][C:7]([O:21][CH2:22][C:23]2[CH:28]=[CH:27][CH:26]=[CH:25][C:24]=2[F:29])=[C:8]([CH:20]=1)[C:9]([O:11]CC1C=CC=CC=1F)=[O:10].Cl, predict the reaction product. The product is: [Br:3][C:4]1[CH:5]=[CH:6][C:7]([O:21][CH2:22][C:23]2[CH:28]=[CH:27][CH:26]=[CH:25][C:24]=2[F:29])=[C:8]([CH:20]=1)[C:9]([OH:11])=[O:10]. (6) Given the reactants [Cl:1][C:2]1[CH:3]=[C:4]([NH:9][CH2:10][C:11]([N:13]2[CH2:18][CH2:17][CH:16]3[CH2:19][CH2:20][N:21]([C:22]4[C:23]5[CH:30]=[CH:29][NH:28][C:24]=5[N:25]=[CH:26][N:27]=4)[CH:15]3[CH2:14]2)=[O:12])[CH:5]=[C:6]([Cl:8])[CH:7]=1.C(=O)C[CH2:33][CH2:34][CH3:35], predict the reaction product. The product is: [N:25]1[C:24]2[NH:28][CH:29]=[CH:30][C:23]=2[C:22]([N:21]2[CH:15]3[CH2:14][N:13]([C:11](=[O:12])[C@H:10]([NH:9][C:4]4[CH:3]=[C:2]([Cl:1])[CH:7]=[C:6]([Cl:8])[CH:5]=4)[CH:33]4[CH2:34][CH2:35]4)[CH2:18][CH2:17][CH:16]3[CH2:19][CH2:20]2)=[N:27][CH:26]=1. (7) Given the reactants C([O:3][CH:4]1[C:9]2[C:10]([N+:14]([O-:16])=[O:15])=[CH:11][CH:12]=[CH:13][C:8]=2[O:7]CO1)C.Cl, predict the reaction product. The product is: [OH:7][C:8]1[CH:13]=[CH:12][CH:11]=[C:10]([N+:14]([O-:16])=[O:15])[C:9]=1[CH:4]=[O:3]. (8) Given the reactants [CH2:1]([O:3][C:4]([C:6]1([F:13])[CH2:11][CH2:10][CH2:9][NH:8][C:7]1=[O:12])=[O:5])[CH3:2], predict the reaction product. The product is: [F:13][C@@:6]1([C:4]([O:3][CH2:1][CH3:2])=[O:5])[CH2:11][CH2:10][CH2:9][NH:8][C:7]1=[O:12]. (9) Given the reactants C[O:2][C:3](=[O:18])[C:4]1[C:9]([NH:10][C:11]([O:13][C:14]([CH3:17])([CH3:16])[CH3:15])=[O:12])=[CH:8][CH:7]=[N:6][CH:5]=1.[OH-].[Na+].Cl, predict the reaction product. The product is: [C:14]([O:13][C:11]([NH:10][C:9]1[C:4]([C:3]([OH:18])=[O:2])=[CH:5][N:6]=[CH:7][CH:8]=1)=[O:12])([CH3:17])([CH3:15])[CH3:16].